Dataset: Full USPTO retrosynthesis dataset with 1.9M reactions from patents (1976-2016). Task: Predict the reactants needed to synthesize the given product. (1) Given the product [F:1][C:2]1[N:7]=[CH:6][C:5]([C:12]2[CH:21]=[CH:20][C:19]3[N:18]=[CH:17][C:16]4[N:22]([CH3:34])[C:23](=[O:33])[N:24]([C:25]5[C:26]([O:31][CH3:32])=[N:27][CH:28]=[CH:29][CH:30]=5)[C:15]=4[C:14]=3[CH:13]=2)=[CH:4][CH:3]=1, predict the reactants needed to synthesize it. The reactants are: [F:1][C:2]1[N:7]=[CH:6][C:5](B(O)O)=[CH:4][CH:3]=1.Br[C:12]1[CH:21]=[CH:20][C:19]2[N:18]=[CH:17][C:16]3[N:22]([CH3:34])[C:23](=[O:33])[N:24]([C:25]4[C:26]([O:31][CH3:32])=[N:27][CH:28]=[CH:29][CH:30]=4)[C:15]=3[C:14]=2[CH:13]=1. (2) Given the product [N+:27]([C:24]1[CH:25]=[CH:26][C:21]([CH2:20][C@H:8]2[CH2:9][CH2:10][C:11](=[O:12])[N:7]2[C:6]([O:5][C:1]([CH3:4])([CH3:3])[CH3:2])=[O:30])=[CH:22][CH:23]=1)([O-:29])=[O:28], predict the reactants needed to synthesize it. The reactants are: [C:1]([O:5][C:6](=[O:30])[NH:7][C@@H:8]([CH2:20][C:21]1[CH:26]=[CH:25][C:24]([N+:27]([O-:29])=[O:28])=[CH:23][CH:22]=1)[CH2:9][CH:10]1C(=O)OC(C)(C)[O:12][C:11]1=O)([CH3:4])([CH3:3])[CH3:2]. (3) Given the product [C:1]([O:5][C:6]([N:8]1[CH2:20][C@@H:19]([CH3:21])[N:18]2[C@H:10]([CH2:11][C:12]3[C:17]2=[N:16][C:15]([O:22][CH3:23])=[C:14]([Cl:24])[CH:13]=3)[CH2:9]1)=[O:7])([CH3:3])([CH3:4])[CH3:2], predict the reactants needed to synthesize it. The reactants are: [C:1]([O:5][C:6]([N:8]1[CH2:20][C@@H:19]([CH3:21])[N:18]2[C@H:10]([CH2:11][C:12]3[C:17]2=[N:16][C:15]([O:22][CH3:23])=[CH:14][CH:13]=3)[CH2:9]1)=[O:7])([CH3:4])([CH3:3])[CH3:2].[Cl:24]N1C(=O)CCC1=O. (4) Given the product [Cl:9][C:8]1[C:3]([O:2][CH3:1])=[CH:4][C:5]([C:14]2[O:13][CH:17]=[CH:16][CH:15]=2)=[CH:6][C:7]=1[O:10][CH3:11], predict the reactants needed to synthesize it. The reactants are: [CH3:1][O:2][C:3]1[CH:4]=[C:5](Br)[CH:6]=[C:7]([O:10][CH3:11])[C:8]=1[Cl:9].[O:13]1[CH:17]=[CH:16][CH:15]=[C:14]1B(O)O.C([O-])([O-])=O.[Na+].[Na+]. (5) Given the product [CH3:33][C:31]1[CH:30]=[CH:29][N:28]=[C:27]([C:4]([C:6]2[N:7]=[CH:8][N:9]([C:11]3[CH:12]=[C:13]([C:17]4[C:18]([C:23]#[N:24])=[CH:19][CH:20]=[CH:21][CH:22]=4)[CH:14]=[CH:15][CH:16]=3)[CH:10]=2)=[O:5])[CH:32]=1, predict the reactants needed to synthesize it. The reactants are: CON(C)[C:4]([C:6]1[N:7]=[CH:8][N:9]([C:11]2[CH:12]=[C:13]([C:17]3[CH:22]=[CH:21][CH:20]=[CH:19][C:18]=3[C:23]#[N:24])[CH:14]=[CH:15][CH:16]=2)[CH:10]=1)=[O:5].Br[C:27]1[CH:32]=[C:31]([CH3:33])[CH:30]=[CH:29][N:28]=1. (6) The reactants are: [Cl:1][C:2]1[N:10]=[CH:9][N:8]=[C:7]2[C:3]=1[NH:4][CH:5]=[N:6]2.[CH3:11][C:12]([O:15][C:16](O[C:16]([O:15][C:12]([CH3:14])([CH3:13])[CH3:11])=[O:17])=[O:17])([CH3:14])[CH3:13]. Given the product [Cl:1][C:2]1[N:10]=[CH:9][N:8]=[C:7]2[C:3]=1[N:4]=[CH:5][N:6]2[C:16]([O:15][C:12]([CH3:14])([CH3:13])[CH3:11])=[O:17], predict the reactants needed to synthesize it. (7) Given the product [Cl:33][C:10]1[N:11]=[C:6]2[CH:5]=[CH:4][C:3](=[O:19])[N:2]([CH3:1])[C:7]2=[N:8][C:9]=1[C:13]1[CH:18]=[CH:17][CH:16]=[CH:15][CH:14]=1, predict the reactants needed to synthesize it. The reactants are: [CH3:1][N:2]1[C:7]2[N:8]=[C:9]([C:13]3[CH:18]=[CH:17][CH:16]=[CH:15][CH:14]=3)[C:10](=O)[NH:11][C:6]=2[CH:5]=[CH:4][C:3]1=[O:19].CCN(C1C=CC=CC=1)CC.O=P(Cl)(Cl)[Cl:33].C([O-])(O)=O.[Na+].